From a dataset of Forward reaction prediction with 1.9M reactions from USPTO patents (1976-2016). Predict the product of the given reaction. Given the reactants [C:1]([NH:4][C:5]1[CH:10]=[C:9]([O:11][C:12]2[CH:17]=[CH:16][C:15]([NH:18]C(=O)OC(C)(C)C)=[CH:14][C:13]=2[F:26])[CH:8]=[CH:7][N:6]=1)(=[O:3])[CH3:2], predict the reaction product. The product is: [NH2:18][C:15]1[CH:16]=[CH:17][C:12]([O:11][C:9]2[CH:8]=[CH:7][N:6]=[C:5]([NH:4][C:1](=[O:3])[CH3:2])[CH:10]=2)=[C:13]([F:26])[CH:14]=1.